From a dataset of Reaction yield outcomes from USPTO patents with 853,638 reactions. Predict the reaction yield, written as a fraction of the theoretical maximum amount of product (1.0 means a 100% yield; for example, 0.34 means a 34% yield). The reactants are [Br:1][C:2]1[CH:7]=[CH:6][C:5]([C@@H:8]([NH2:10])[CH3:9])=[CH:4][CH:3]=1.[C:11](O[C:11]([O:13][C:14]([CH3:17])([CH3:16])[CH3:15])=[O:12])([O:13][C:14]([CH3:17])([CH3:16])[CH3:15])=[O:12]. No catalyst specified. The product is [Br:1][C:2]1[CH:7]=[CH:6][C:5]([C@@H:8]([NH:10][C:11](=[O:12])[O:13][C:14]([CH3:17])([CH3:16])[CH3:15])[CH3:9])=[CH:4][CH:3]=1. The yield is 0.880.